This data is from Full USPTO retrosynthesis dataset with 1.9M reactions from patents (1976-2016). The task is: Predict the reactants needed to synthesize the given product. (1) Given the product [Cl:1][C:2]1[CH:9]=[C:8]([S:12]([CH3:11])(=[O:14])=[O:13])[CH:7]=[CH:6][C:3]=1[CH:4]=[O:5], predict the reactants needed to synthesize it. The reactants are: [Cl:1][C:2]1[CH:9]=[C:8](F)[CH:7]=[CH:6][C:3]=1[CH:4]=[O:5].[CH3:11][S:12]([O-:14])=[O:13].[Na+]. (2) The reactants are: [Br:1][C:2]1[CH:3]=[CH:4][C:5](SC)=[N:6][CH:7]=1.[S:10]([O:14]OS([O-])(=O)=O)([O-])(=O)=[O:11].[K+].[K+].[CH:22](O)(C)C. Given the product [Br:1][C:2]1[CH:3]=[CH:4][C:5]([S:10]([CH3:22])(=[O:14])=[O:11])=[N:6][CH:7]=1, predict the reactants needed to synthesize it. (3) The reactants are: Cl[C:2]1[C:11]2[C:6](=[CH:7][CH:8]=[C:9]([CH3:12])[CH:10]=2)[N:5]=[C:4]([N:13]2[CH2:19][C:18]3[CH:20]=[CH:21][CH:22]=[CH:23][C:17]=3[S:16](=[O:25])(=[O:24])[CH2:15][CH2:14]2)[CH:3]=1.[NH2:26][C@H:27]([C:29]([OH:31])=[O:30])[CH3:28]. Given the product [O:24]=[S:16]1(=[O:25])[C:17]2[CH:23]=[CH:22][CH:21]=[CH:20][C:18]=2[CH2:19][N:13]([C:4]2[CH:3]=[C:2]([NH:26][C@H:27]([C:29]([OH:31])=[O:30])[CH3:28])[C:11]3[C:6](=[CH:7][CH:8]=[C:9]([CH3:12])[CH:10]=3)[N:5]=2)[CH2:14][CH2:15]1, predict the reactants needed to synthesize it. (4) The reactants are: Br[C:2]1[N:3]=[CH:4][C:5]([NH2:9])=[N:6][C:7]=1[Cl:8].[C-:10]#[N:11].[K+]. Given the product [NH2:9][C:5]1[N:6]=[C:7]([Cl:8])[C:2]([C:10]#[N:11])=[N:3][CH:4]=1, predict the reactants needed to synthesize it.